Dataset: Catalyst prediction with 721,799 reactions and 888 catalyst types from USPTO. Task: Predict which catalyst facilitates the given reaction. (1) Reactant: [F:1][C:2]([F:13])([F:12])[C:3]1[CH:4]=[CH:5][CH:6]=[C:7]2[C:11]=1[NH:10][N:9]=[CH:8]2.[Br:14]Br.Cl. Product: [Br:14][C:8]1[C:7]2[C:11](=[C:3]([C:2]([F:1])([F:12])[F:13])[CH:4]=[CH:5][CH:6]=2)[NH:10][N:9]=1. The catalyst class is: 74. (2) Reactant: [CH3:1][N:2]1[C:6]([CH2:7][O:8][C:9]2[CH:14]=[CH:13][C:12]([C:15]([F:18])([F:17])[F:16])=[CH:11][CH:10]=2)=[C:5]([C:19]2[NH:23][N:22]=[C:21]([C:24]3[CH:25]=[C:26]([S:30]([NH2:33])(=[O:32])=[O:31])[CH:27]=[CH:28][CH:29]=3)[N:20]=2)[CH:4]=[N:3]1.[C:34](=O)([O-])[O-].[K+].[K+].CI. Product: [CH3:34][N:23]1[C:19]([C:5]2[CH:4]=[N:3][N:2]([CH3:1])[C:6]=2[CH2:7][O:8][C:9]2[CH:14]=[CH:13][C:12]([C:15]([F:18])([F:16])[F:17])=[CH:11][CH:10]=2)=[N:20][C:21]([C:24]2[CH:25]=[C:26]([S:30]([NH2:33])(=[O:32])=[O:31])[CH:27]=[CH:28][CH:29]=2)=[N:22]1. The catalyst class is: 9. (3) Reactant: [F:1][C:2]1[CH:35]=[CH:34][CH:33]=[C:32]([F:36])[C:3]=1[CH2:4][N:5]([CH:29]([CH3:31])[CH3:30])[C:6]([NH:8][C:9]1[CH:14]=[CH:13][C:12]([S:15]([N:18]2[CH2:23][CH2:22][CH:21]([CH:24](OC)[O:25]C)[CH2:20][CH2:19]2)(=[O:17])=[O:16])=[CH:11][CH:10]=1)=[O:7].[I-].[Na+].ClC([SiH3])(Cl)Cl. Product: [F:36][C:32]1[CH:33]=[CH:34][CH:35]=[C:2]([F:1])[C:3]=1[CH2:4][N:5]([CH:29]([CH3:31])[CH3:30])[C:6]([NH:8][C:9]1[CH:10]=[CH:11][C:12]([S:15]([N:18]2[CH2:19][CH2:20][CH:21]([CH:24]=[O:25])[CH2:22][CH2:23]2)(=[O:17])=[O:16])=[CH:13][CH:14]=1)=[O:7]. The catalyst class is: 10. (4) Reactant: O[CH2:2][C:3]1[CH:8]=[CH:7][C:6]([C:9]#[C:10][C:11]2[CH:21]=[CH:20][C:14]([C:15]([O:17][CH2:18][CH3:19])=[O:16])=[CH:13][CH:12]=2)=[CH:5][C:4]=1[CH3:22].C1(P(C2C=CC=CC=2)C2C=CC=CC=2)C=CC=CC=1.[Br:42]N1C(=O)CCC1=O. Product: [Br:42][CH2:2][C:3]1[CH:8]=[CH:7][C:6]([C:9]#[C:10][C:11]2[CH:21]=[CH:20][C:14]([C:15]([O:17][CH2:18][CH3:19])=[O:16])=[CH:13][CH:12]=2)=[CH:5][C:4]=1[CH3:22]. The catalyst class is: 2.